From a dataset of Forward reaction prediction with 1.9M reactions from USPTO patents (1976-2016). Predict the product of the given reaction. (1) Given the reactants Cl.Cl[CH2:3][C:4]1[CH:19]=[CH:18][C:7]([O:8][C:9]2[S:10][C:11]3[C:16]([N:17]=2)=[CH:15][CH:14]=[CH:13][N:12]=3)=[CH:6][CH:5]=1.[NH:20]1[CH2:25][CH2:24][CH:23]([N:26]2[CH2:30][CH2:29][CH2:28][C:27]2=[O:31])[CH2:22][CH2:21]1.CCN(CC)CC, predict the reaction product. The product is: [N:17]1[C:16]2[C:11](=[N:12][CH:13]=[CH:14][CH:15]=2)[S:10][C:9]=1[O:8][C:7]1[CH:18]=[CH:19][C:4]([CH2:3][N:20]2[CH2:21][CH2:22][CH:23]([N:26]3[CH2:30][CH2:29][CH2:28][C:27]3=[O:31])[CH2:24][CH2:25]2)=[CH:5][CH:6]=1. (2) Given the reactants [C:1]([C:3]1[CH:8]=[CH:7][C:6]([C:9]([OH:29])([C:23]2[N:27]([CH3:28])[CH:26]=[N:25][CH:24]=2)[C:10](O[C@@H]2C[C@H](C)CC[C@H]2C(C)C)=[O:11])=[CH:5][CH:4]=1)#[N:2].[Li+].[BH4-].C(O)(=O)CC(CC(O)=O)(C(O)=O)O, predict the reaction product. The product is: [OH:29][C:9]([C:6]1[CH:7]=[CH:8][C:3]([C:1]#[N:2])=[CH:4][CH:5]=1)([C:23]1[N:27]([CH3:28])[CH:26]=[N:25][CH:24]=1)[CH2:10][OH:11]. (3) Given the reactants [Br:1][C:2]1[N:3]=[CH:4][C:5]([NH2:8])=[N:6][CH:7]=1.C([Li])CCC.CCCCCC.[CH3:20][O:21][C:22]1[CH:27]=[CH:26][CH:25]=[C:24]([O:28][CH2:29][C:30]2[CH:35]=[CH:34][C:33]([O:36][CH3:37])=[CH:32][CH:31]=2)[C:23]=1[C:38](=O)[CH:39]=[C:40](SC)SC.C(O)(=O)C.O.[NH2:51][NH2:52], predict the reaction product. The product is: [Br:1][C:2]1[N:3]=[CH:4][C:5]([NH:8][C:40]2[CH:39]=[C:38]([C:23]3[C:24]([O:28][CH2:29][C:30]4[CH:35]=[CH:34][C:33]([O:36][CH3:37])=[CH:32][CH:31]=4)=[CH:25][CH:26]=[CH:27][C:22]=3[O:21][CH3:20])[NH:52][N:51]=2)=[N:6][CH:7]=1. (4) Given the reactants [CH:1]1([CH2:4][N:5]2[C:17]3[C:16]([C:18]([NH2:20])=[O:19])=[CH:15][C:14]([C:21]4[C:22]([CH3:27])=[N:23][O:24][C:25]=4[CH3:26])=[CH:13][C:12]=3[C:11]3[C:6]2=[CH:7][C:8]([NH:28][CH3:29])=[CH:9][CH:10]=3)[CH2:3][CH2:2]1.N1C=CC=CC=1.[C:36](Cl)(=[O:38])[CH3:37], predict the reaction product. The product is: [C:36]([N:28]([CH3:29])[C:8]1[CH:7]=[C:6]2[C:11]([C:12]3[CH:13]=[C:14]([C:21]4[C:22]([CH3:27])=[N:23][O:24][C:25]=4[CH3:26])[CH:15]=[C:16]([C:18]([NH2:20])=[O:19])[C:17]=3[N:5]2[CH2:4][CH:1]2[CH2:3][CH2:2]2)=[CH:10][CH:9]=1)(=[O:38])[CH3:37]. (5) Given the reactants COCCOCC[N:8](CCOCCOC)CCOCCOC.Cl[C:24]1[N:32]=[C:31]([Cl:33])[CH:30]=[CH:29][C:25]=1[C:26]([OH:28])=[O:27].C(N)(=O)C.C(=O)([O-])[O-].[K+].[K+].[Cl-].Cl.C(O)(=O)CC(CC(O)=O)(C(O)=O)O, predict the reaction product. The product is: [NH2:8][C:24]1[N:32]=[C:31]([Cl:33])[CH:30]=[CH:29][C:25]=1[C:26]([OH:28])=[O:27].